From a dataset of Forward reaction prediction with 1.9M reactions from USPTO patents (1976-2016). Predict the product of the given reaction. (1) Given the reactants Cl.CN(C)CCCN=C=NCC.[O:13]1[C:17]2[CH:18]=[CH:19][C:20]([CH:22]([C:26]3[C:34]4[C:29](=[CH:30][C:31]([C:35](=[O:37])[NH2:36])=[CH:32][CH:33]=4)[N:28]([CH3:38])[CH:27]=3)[C:23](O)=[O:24])=[CH:21][C:16]=2[O:15][CH2:14]1.CN(C1C=CC=CN=1)C.[C:48]1([CH3:58])[CH:53]=[CH:52][C:51]([S:54]([NH2:57])(=[O:56])=[O:55])=[CH:50][CH:49]=1, predict the reaction product. The product is: [O:13]1[C:17]2[CH:18]=[CH:19][C:20]([CH:22]([C:26]3[C:34]4[C:29](=[CH:30][C:31]([C:35]([NH2:36])=[O:37])=[CH:32][CH:33]=4)[N:28]([CH3:38])[CH:27]=3)[C:23]([NH:57][S:54]([C:51]3[CH:52]=[CH:53][C:48]([CH3:58])=[CH:49][CH:50]=3)(=[O:55])=[O:56])=[O:24])=[CH:21][C:16]=2[O:15][CH2:14]1. (2) Given the reactants [CH3:1][O:2][C:3]1[CH:8]=[CH:7][C:6]([C:9]2([C:15]3[CH:20]=[CH:19][C:18]([O:21][CH3:22])=[CH:17][CH:16]=3)[CH2:14][CH2:13][CH2:12][NH:11][CH2:10]2)=[CH:5][CH:4]=1.[CH:23]([C:25]1[CH:34]=[CH:33][C:28]([C:29]([O:31][CH3:32])=[O:30])=[CH:27][CH:26]=1)=O.[BH-](OC(C)=O)(OC(C)=O)OC(C)=O.[Na+], predict the reaction product. The product is: [CH3:32][O:31][C:29](=[O:30])[C:28]1[CH:33]=[CH:34][C:25]([CH2:23][N:11]2[CH2:12][CH2:13][CH2:14][C:9]([C:15]3[CH:16]=[CH:17][C:18]([O:21][CH3:22])=[CH:19][CH:20]=3)([C:6]3[CH:5]=[CH:4][C:3]([O:2][CH3:1])=[CH:8][CH:7]=3)[CH2:10]2)=[CH:26][CH:27]=1.